Regression. Given two drug SMILES strings and cell line genomic features, predict the synergy score measuring deviation from expected non-interaction effect. From a dataset of NCI-60 drug combinations with 297,098 pairs across 59 cell lines. (1) Drug 1: CC12CCC(CC1=CCC3C2CCC4(C3CC=C4C5=CN=CC=C5)C)O. Drug 2: CCCS(=O)(=O)NC1=C(C(=C(C=C1)F)C(=O)C2=CNC3=C2C=C(C=N3)C4=CC=C(C=C4)Cl)F. Cell line: RPMI-8226. Synergy scores: CSS=28.6, Synergy_ZIP=0.786, Synergy_Bliss=4.58, Synergy_Loewe=-4.07, Synergy_HSA=-3.42. (2) Drug 1: C1CC(C1)(C(=O)O)C(=O)O.[NH2-].[NH2-].[Pt+2]. Drug 2: CC1=C(C=C(C=C1)NC(=O)C2=CC=C(C=C2)CN3CCN(CC3)C)NC4=NC=CC(=N4)C5=CN=CC=C5. Cell line: A498. Synergy scores: CSS=5.45, Synergy_ZIP=-1.02, Synergy_Bliss=-2.48, Synergy_Loewe=-1.37, Synergy_HSA=-2.33. (3) Drug 1: C1CN(CCN1C(=O)CCBr)C(=O)CCBr. Drug 2: CN(C(=O)NC(C=O)C(C(C(CO)O)O)O)N=O. Cell line: OVCAR-8. Synergy scores: CSS=0.151, Synergy_ZIP=1.78, Synergy_Bliss=11.2, Synergy_Loewe=-8.72, Synergy_HSA=-0.276. (4) Synergy scores: CSS=59.6, Synergy_ZIP=-3.43, Synergy_Bliss=-2.22, Synergy_Loewe=-0.129, Synergy_HSA=1.94. Drug 1: CC=C1C(=O)NC(C(=O)OC2CC(=O)NC(C(=O)NC(CSSCCC=C2)C(=O)N1)C(C)C)C(C)C. Cell line: MCF7. Drug 2: C1CN(CCN1C(=O)CCBr)C(=O)CCBr. (5) Drug 1: CC1=C2C(C(=O)C3(C(CC4C(C3C(C(C2(C)C)(CC1OC(=O)C(C(C5=CC=CC=C5)NC(=O)OC(C)(C)C)O)O)OC(=O)C6=CC=CC=C6)(CO4)OC(=O)C)O)C)O. Drug 2: CS(=O)(=O)CCNCC1=CC=C(O1)C2=CC3=C(C=C2)N=CN=C3NC4=CC(=C(C=C4)OCC5=CC(=CC=C5)F)Cl. Cell line: ACHN. Synergy scores: CSS=30.5, Synergy_ZIP=3.57, Synergy_Bliss=7.46, Synergy_Loewe=5.24, Synergy_HSA=5.29.